This data is from TCR-epitope binding with 47,182 pairs between 192 epitopes and 23,139 TCRs. The task is: Binary Classification. Given a T-cell receptor sequence (or CDR3 region) and an epitope sequence, predict whether binding occurs between them. (1) Result: 0 (the TCR does not bind to the epitope). The TCR CDR3 sequence is CASSSSTVSWGEAFF. The epitope is SLYNTVATL. (2) The epitope is QIKVRVKMV. The TCR CDR3 sequence is CALSVWGLNYGYTF. Result: 0 (the TCR does not bind to the epitope). (3) The epitope is SEVGPEHSLAEY. The TCR CDR3 sequence is CASSLGRGGSTDTQYF. Result: 0 (the TCR does not bind to the epitope). (4) The epitope is ILHCANFNV. The TCR CDR3 sequence is CSASYPRTGNRVNTEAFF. Result: 0 (the TCR does not bind to the epitope). (5) The epitope is FLKEKGGL. The TCR CDR3 sequence is CASSRDRGPIGEQYF. Result: 0 (the TCR does not bind to the epitope).